The task is: Predict the reaction yield, written as a fraction of the theoretical maximum amount of product (1.0 means a 100% yield; for example, 0.34 means a 34% yield).. This data is from Reaction yield outcomes from USPTO patents with 853,638 reactions. (1) The product is [F:4][C:5]1[CH:10]=[CH:9][C:8]([F:11])=[CH:7][C:6]=1[C@H:12]1[CH2:16][CH2:15][CH2:14][N:13]1[C:17]1[CH:22]=[CH:21][N:20]2[N:23]=[CH:24][C:25]([NH:26][C:37](=[O:42])[C:38]([O:40][CH3:41])=[O:39])=[C:19]2[N:18]=1. No catalyst specified. The yield is 0.850. The reactants are C(Cl)Cl.[F:4][C:5]1[CH:10]=[CH:9][C:8]([F:11])=[CH:7][C:6]=1[C@H:12]1[CH2:16][CH2:15][CH2:14][N:13]1[C:17]1[CH:22]=[CH:21][N:20]2[N:23]=[CH:24][C:25]([NH2:26])=[C:19]2[N:18]=1.CCN(C(C)C)C(C)C.Cl[C:37](=[O:42])[C:38]([O:40][CH3:41])=[O:39]. (2) The reactants are Cl[C:2]1[N:7]=[C:6]([NH:8][CH:9]2[CH2:14][C:13]([CH3:16])([CH3:15])[NH:12][C:11]([CH3:18])([CH3:17])[CH2:10]2)[C:5]([F:19])=[CH:4][N:3]=1.[CH:20]1([C:23]2[CH:24]=[C:25]([NH2:35])[CH:26]=[C:27]([C:29]3[N:33]([CH3:34])[N:32]=[N:31][N:30]=3)[CH:28]=2)[CH2:22][CH2:21]1.O.C1(C)C=CC(S(O)(=O)=O)=CC=1. The catalyst is C(O)(C)C. The product is [CH:20]1([C:23]2[CH:24]=[C:25]([NH:35][C:2]3[N:7]=[C:6]([NH:8][CH:9]4[CH2:14][C:13]([CH3:16])([CH3:15])[NH:12][C:11]([CH3:18])([CH3:17])[CH2:10]4)[C:5]([F:19])=[CH:4][N:3]=3)[CH:26]=[C:27]([C:29]3[N:33]([CH3:34])[N:32]=[N:31][N:30]=3)[CH:28]=2)[CH2:22][CH2:21]1. The yield is 0.420. (3) The reactants are N(C(OC(C)(C)C)=O)=NC(OC(C)(C)C)=O.[Cl:17][C:18]1[CH:23]=[CH:22][C:21]([CH:24](O)[CH2:25][C:26]2[N:27]([C:31]([C:44]3[CH:49]=[CH:48][CH:47]=[CH:46][CH:45]=3)([C:38]3[CH:43]=[CH:42][CH:41]=[CH:40][CH:39]=3)[C:32]3[CH:37]=[CH:36][CH:35]=[CH:34][CH:33]=3)[CH:28]=[CH:29][N:30]=2)=[CH:20][CH:19]=1.[C:51]1(=[O:61])[NH:55][C:54](=[O:56])[C:53]2=[CH:57][CH:58]=[CH:59][CH:60]=[C:52]12.C1(P(C2C=CC=CC=2)C2C=CC=CC=2)C=CC=CC=1. The catalyst is C1COCC1. The product is [Cl:17][C:18]1[CH:19]=[CH:20][C:21]([CH:24]([N:55]2[C:51](=[O:61])[C:52]3[C:53](=[CH:57][CH:58]=[CH:59][CH:60]=3)[C:54]2=[O:56])[CH2:25][C:26]2[N:27]([C:31]([C:38]3[CH:39]=[CH:40][CH:41]=[CH:42][CH:43]=3)([C:44]3[CH:45]=[CH:46][CH:47]=[CH:48][CH:49]=3)[C:32]3[CH:37]=[CH:36][CH:35]=[CH:34][CH:33]=3)[CH:28]=[CH:29][N:30]=2)=[CH:22][CH:23]=1. The yield is 1.02.